This data is from Full USPTO retrosynthesis dataset with 1.9M reactions from patents (1976-2016). The task is: Predict the reactants needed to synthesize the given product. (1) The reactants are: C(N1C2C(=CC(N[C:18]([NH:20][C:21]3[CH:26]=[C:25]([Cl:27])[CH:24]=[CH:23][C:22]=3[O:28][CH3:29])=[O:19])=CC=2)C(=O)N1)C1C=CC=CC=1.C(N1C2C(=CC([N+]([O-])=O)=CC=2)C(=O)N1)C1C=CC=CC=1. Given the product [Cl:27][C:25]1[CH:24]=[CH:23][C:22]([O:28][CH3:29])=[C:21]([N:20]=[C:18]=[O:19])[CH:26]=1, predict the reactants needed to synthesize it. (2) The reactants are: [Cl:1][C:2]1[CH:7]=[C:6]([Cl:8])[CH:5]=[CH:4][C:3]=1[C:9]1[C:17]2[C:13](=[C:14]([CH:19]=[O:20])[N:15]([CH3:18])[N:16]=2)[CH:12]=[CH:11][CH:10]=1.S([CH2:31][N:32]=[C:33]=O)(C1C=CC(C)=CC=1)(=O)=O.C(=O)([O-])[O-].[K+].[K+]. Given the product [Cl:1][C:2]1[CH:7]=[C:6]([Cl:8])[CH:5]=[CH:4][C:3]=1[C:9]1[C:17]2[C:13](=[C:14]([C:19]3[O:20][CH:33]=[N:32][CH:31]=3)[N:15]([CH3:18])[N:16]=2)[CH:12]=[CH:11][CH:10]=1, predict the reactants needed to synthesize it. (3) Given the product [C:1]([C:3]1[CH:4]=[C:5]([CH2:9][CH2:10][C:11]2[C:15]3[C:16](=[O:30])[N:17]([C:24]4[CH:25]=[CH:26][CH:27]=[CH:28][CH:29]=4)[C:18]4[N:19]=[CH:20][CH:21]=[CH:22][C:23]=4[C:14]=3[NH:13][N:12]=2)[CH:6]=[CH:7][CH:8]=1)([OH:32])=[O:36], predict the reactants needed to synthesize it. The reactants are: [C:1]([C:3]1[CH:4]=[C:5]([CH2:9][CH2:10][C:11]2[C:15]3[C:16](=[O:30])[N:17]([C:24]4[CH:29]=[CH:28][CH:27]=[CH:26][CH:25]=4)[C:18]4[N:19]=[CH:20][CH:21]=[CH:22][C:23]=4[C:14]=3[NH:13][N:12]=2)[CH:6]=[CH:7][CH:8]=1)#N.S(=O)(=O)(O)[OH:32].[OH2:36]. (4) Given the product [C:6]([C:5]1[C:8]([N+:12]([O-:14])=[O:13])=[CH:9][CH:10]=[CH:11][C:4]=1[O:15][CH2:16][C@@H:17]1[CH2:21][CH2:20][CH2:19][N:18]1[C:22]([O:24][C:25]([CH3:28])([CH3:27])[CH3:26])=[O:23])#[N:7], predict the reactants needed to synthesize it. The reactants are: [N+]([C:4]1[CH:11]=[CH:10][CH:9]=[C:8]([N+:12]([O-:14])=[O:13])[C:5]=1[C:6]#[N:7])([O-])=O.[OH:15][CH2:16][C@@H:17]1[CH2:21][CH2:20][CH2:19][N:18]1[C:22]([O:24][C:25]([CH3:28])([CH3:27])[CH3:26])=[O:23].